From a dataset of Full USPTO retrosynthesis dataset with 1.9M reactions from patents (1976-2016). Predict the reactants needed to synthesize the given product. (1) The reactants are: [F:1][C:2]1[CH:3]=[C:4]([CH2:8][CH2:9][CH2:10][CH:11]2[CH2:16][CH2:15][NH:14][CH2:13][CH2:12]2)[CH:5]=[CH:6][CH:7]=1.[Br:17][C:18]1[C:19](=[O:32])[N:20]([C:26]2[CH:31]=[CH:30][CH:29]=[CH:28][CH:27]=2)[N:21]([CH3:25])[C:22]=1[CH2:23]Br.C(N(C(C)C)CC)(C)C. Given the product [Br:17][C:18]1[C:19](=[O:32])[N:20]([C:26]2[CH:27]=[CH:28][CH:29]=[CH:30][CH:31]=2)[N:21]([CH3:25])[C:22]=1[CH2:23][N:14]1[CH2:15][CH2:16][CH:11]([CH2:10][CH2:9][CH2:8][C:4]2[CH:5]=[CH:6][CH:7]=[C:2]([F:1])[CH:3]=2)[CH2:12][CH2:13]1, predict the reactants needed to synthesize it. (2) Given the product [Br:11][CH2:1][C:2]([C:4]1[CH:9]=[CH:8][C:7]([OH:10])=[CH:6][CH:5]=1)=[O:3], predict the reactants needed to synthesize it. The reactants are: [CH3:1][C:2]([C:4]1[CH:5]=[CH:6][C:7]([OH:10])=[CH:8][CH:9]=1)=[O:3].[Br:11]Br. (3) Given the product [F:22][C:10]1[C:9]2[O:8][C:5]3[C:4]([C@@:15]4([CH2:19][O:18][C:17]([NH2:20])=[N:16]4)[C:14]=2[CH:13]=[C:12]([C:25]2[CH:24]=[N:23][CH:28]=[CH:27][CH:26]=2)[N:11]=1)=[CH:3][C:2]([C:37]1[CH:38]=[N:39][CH:40]=[C:35]([C:32]#[C:33][CH3:34])[CH:36]=1)=[CH:7][CH:6]=3, predict the reactants needed to synthesize it. The reactants are: Br[C:2]1[CH:3]=[C:4]2[C@@:15]3([CH2:19][O:18][C:17]([NH2:20])=[N:16]3)[C:14]3[CH:13]=[C:12](Cl)[N:11]=[C:10]([F:22])[C:9]=3[O:8][C:5]2=[CH:6][CH:7]=1.[N:23]1[CH:28]=[CH:27][CH:26]=[C:25](B(O)O)[CH:24]=1.[C:32]([C:35]1[CH:36]=[C:37](B(O)O)[CH:38]=[N:39][CH:40]=1)#[C:33][CH3:34]. (4) Given the product [C:44]([C:2]1[CH:3]=[CH:4][C:5]2[O:15][C:10]3=[N:11][CH:12]=[CH:13][CH:14]=[C:9]3[C:8](=[CH:16][CH2:17][CH2:18][N:19]3[CH2:24][CH2:23][CH:22]([C:25]4[CH:30]=[CH:29][C:28]([Cl:31])=[CH:27][CH:26]=4)[CH2:21][CH2:20]3)[CH2:7][C:6]=2[CH:32]=1)([OH:46])=[O:45], predict the reactants needed to synthesize it. The reactants are: Br[C:2]1[CH:3]=[CH:4][C:5]2[O:15][C:10]3=[N:11][CH:12]=[CH:13][CH:14]=[C:9]3[C:8](=[CH:16][CH2:17][CH2:18][N:19]3[CH2:24][CH2:23][CH:22]([C:25]4[CH:30]=[CH:29][C:28]([Cl:31])=[CH:27][CH:26]=4)[CH2:21][CH2:20]3)[CH2:7][C:6]=2[CH:32]=1.CCCCCC.C([Li])CCC.[C:44](=[O:46])=[O:45]. (5) Given the product [N+:13]([C:4]1[CH:5]=[CH:6][C:1]([C@@H:7]2[CH2:9][C@H:8]2[C:10]([OH:12])=[O:11])=[CH:2][CH:3]=1)([O-:15])=[O:14], predict the reactants needed to synthesize it. The reactants are: [C:1]1([CH:7]2[CH2:9][CH:8]2[C:10]([OH:12])=[O:11])[CH:6]=[CH:5][CH:4]=[CH:3][CH:2]=1.[N+:13]([O-])([OH:15])=[O:14]. (6) Given the product [Cl:31][CH2:2][C:3]1[CH:28]=[CH:27][C:6]([O:7][C:8]2[N:13]=[CH:12][C:11]([NH:14][C:15](=[O:26])[C:16]3[CH:21]=[CH:20][C:19]([C:22]([F:25])([F:24])[F:23])=[CH:18][CH:17]=3)=[CH:10][CH:9]=2)=[CH:5][CH:4]=1, predict the reactants needed to synthesize it. The reactants are: O[CH2:2][C:3]1[CH:28]=[CH:27][C:6]([O:7][C:8]2[N:13]=[CH:12][C:11]([NH:14][C:15](=[O:26])[C:16]3[CH:21]=[CH:20][C:19]([C:22]([F:25])([F:24])[F:23])=[CH:18][CH:17]=3)=[CH:10][CH:9]=2)=[CH:5][CH:4]=1.S(Cl)([Cl:31])=O.C(=O)(O)[O-].[Na+]. (7) Given the product [ClH:30].[F:1][C:2]1[CH:7]=[CH:6][C:5]([F:8])=[CH:4][C:3]=1[C:9]1[S:13][C:12]([CH2:20][CH2:21][C:22](=[NH:23])[O:33][CH2:31][CH3:32])([C:14]2[CH:19]=[CH:18][CH:17]=[CH:16][CH:15]=2)[N:11]([C:24](=[O:29])[C@@H:25]([O:27][CH3:28])[CH3:26])[N:10]=1, predict the reactants needed to synthesize it. The reactants are: [F:1][C:2]1[CH:7]=[CH:6][C:5]([F:8])=[CH:4][C:3]=1[C:9]1[S:13][C:12]([CH2:20][CH2:21][C:22]#[N:23])([C:14]2[CH:19]=[CH:18][CH:17]=[CH:16][CH:15]=2)[N:11]([C:24](=[O:29])[C@@H:25]([O:27][CH3:28])[CH3:26])[N:10]=1.[ClH:30].[CH2:31]([OH:33])[CH3:32].